Dataset: Full USPTO retrosynthesis dataset with 1.9M reactions from patents (1976-2016). Task: Predict the reactants needed to synthesize the given product. Given the product [CH3:12][N:11]1[C:7]([CH:14]([OH:15])[CH:16]2[CH2:17][N:18]([C:20]([O:22][C:23]([CH3:25])([CH3:24])[CH3:26])=[O:21])[CH2:19]2)=[CH:8][N:9]=[C:10]1[CH3:13], predict the reactants needed to synthesize it. The reactants are: [Li]CCCC.Br[C:7]1[N:11]([CH3:12])[C:10]([CH3:13])=[N:9][CH:8]=1.[CH:14]([CH:16]1[CH2:19][N:18]([C:20]([O:22][C:23]([CH3:26])([CH3:25])[CH3:24])=[O:21])[CH2:17]1)=[O:15].